From a dataset of Forward reaction prediction with 1.9M reactions from USPTO patents (1976-2016). Predict the product of the given reaction. Given the reactants B(F)(F)F.CCOCC.[CH2:10]([O:12][C:13](=[O:33])[C:14]([OH:32])([CH3:31])[CH:15]([C:17]1[CH:22]=[CH:21][C:20]([O:23][CH2:24][C:25]2[CH:30]=[CH:29][CH:28]=[CH:27][CH:26]=2)=[CH:19][CH:18]=1)O)[CH3:11].C([SiH](CC)CC)C, predict the reaction product. The product is: [CH2:10]([O:12][C:13](=[O:33])[C:14]([OH:32])([CH3:31])[CH2:15][C:17]1[CH:22]=[CH:21][C:20]([O:23][CH2:24][C:25]2[CH:26]=[CH:27][CH:28]=[CH:29][CH:30]=2)=[CH:19][CH:18]=1)[CH3:11].